Dataset: Full USPTO retrosynthesis dataset with 1.9M reactions from patents (1976-2016). Task: Predict the reactants needed to synthesize the given product. (1) Given the product [Br:1][C:2]#[C:3][C@H:4]1[CH2:9][CH2:8][C@H:7]2[C@H:10]3[C@H:20]([CH2:21][CH2:22][C@:5]12[CH3:6])[C@:18]1([CH3:19])[C@H:13]([CH2:14][C@H:15]([OH:23])[CH2:16][CH2:17]1)[CH2:12][CH2:11]3, predict the reactants needed to synthesize it. The reactants are: [Br:1][C:2](Br)=[CH:3][C@H:4]1[CH2:9][CH2:8][C@H:7]2[C@H:10]3[C@H:20]([CH2:21][CH2:22][C@:5]12[CH3:6])[C@:18]1([CH3:19])[C@H:13]([CH2:14][C@H:15]([O:23][Si](C(C)(C)C)(C2C=CC=CC=2)C2C=CC=CC=2)[CH2:16][CH2:17]1)[CH2:12][CH2:11]3. (2) The reactants are: [C:1]([S:4][C@@H:5]1[CH2:9][N:8]([C:10]([O:12][CH2:13][CH:14]=[CH2:15])=[O:11])[C@H:7]([C:16]([OH:18])=O)[CH2:6]1)(=[O:3])[CH3:2].[NH2:19][C:20]1[CH:21]=[C:22]([CH:29]=[CH:30][CH:31]=1)[C:23]([O:25][CH2:26][CH:27]=[CH2:28])=[O:24].C(OC1C=CC2C(=CC=CC=2)N1C(OCC)=O)C. Given the product [C:1]([S:4][C@@H:5]1[CH2:9][N:8]([C:10]([O:12][CH2:13][CH:14]=[CH2:15])=[O:11])[C@H:7]([C:16](=[O:18])[NH:19][C:20]2[CH:31]=[CH:30][CH:29]=[C:22]([C:23]([O:25][CH2:26][CH:27]=[CH2:28])=[O:24])[CH:21]=2)[CH2:6]1)(=[O:3])[CH3:2], predict the reactants needed to synthesize it. (3) The reactants are: [CH3:1][O:2][C@@H:3]1[C@H:10]([OH:11])[CH2:9][CH2:8][C@@:5]2([O:7][CH2:6]2)[C@H:4]1[C@:12]1([CH3:20])[C@@H:14]([CH2:15][CH:16]=[C:17]([CH3:19])[CH3:18])[O:13]1.[F:21][C:22]([F:44])([F:43])[C:23]1[CH:28]=[CH:27][C:26]([P:29](=[O:42])([C:32]2[CH:37]=[CH:36][C:35]([C:38]([F:41])([F:40])[F:39])=[CH:34][CH:33]=2)[CH:30]=[CH2:31])=[CH:25][CH:24]=1.[OH-].[K+]. Given the product [CH3:1][O:2][C@@H:3]1[C@H:10]([O:11][CH2:31][CH2:30][P:29](=[O:42])([C:32]2[CH:37]=[CH:36][C:35]([C:38]([F:40])([F:39])[F:41])=[CH:34][CH:33]=2)[C:26]2[CH:27]=[CH:28][C:23]([C:22]([F:21])([F:43])[F:44])=[CH:24][CH:25]=2)[CH2:9][CH2:8][C@@:5]2([O:7][CH2:6]2)[C@H:4]1[C@:12]1([CH3:20])[C@@H:14]([CH2:15][CH:16]=[C:17]([CH3:19])[CH3:18])[O:13]1, predict the reactants needed to synthesize it. (4) Given the product [NH2:5][CH2:6][CH:7]1[CH2:11][CH2:10][N:9]([C:12]([O:14][C:15]([CH3:18])([CH3:17])[CH3:16])=[O:13])[CH2:8]1, predict the reactants needed to synthesize it. The reactants are: FC(F)(F)C([NH:5][CH2:6][CH:7]1[CH2:11][CH2:10][N:9]([C:12]([O:14][C:15]([CH3:18])([CH3:17])[CH3:16])=[O:13])[CH2:8]1)=O.[OH-].[Na+]. (5) The reactants are: [CH3:1][O:2][C:3]1[CH:12]=[CH:11][C:10]2[NH:9][C:8](=[O:13])[C:7]3[S:14][CH:15]=[CH:16][C:6]=3[C:5]=2[C:4]=1[C:17]1[CH:31]=[CH:30][C:20]([CH2:21][NH:22][C:23](=[O:29])[O:24][C:25]([CH3:28])([CH3:27])[CH3:26])=[CH:19][CH:18]=1.[Br:32]N1C(=O)CCC1=O. Given the product [Br:32][C:11]1[C:10]2[NH:9][C:8](=[O:13])[C:7]3[S:14][CH:15]=[CH:16][C:6]=3[C:5]=2[C:4]([C:17]2[CH:31]=[CH:30][C:20]([CH2:21][NH:22][C:23](=[O:29])[O:24][C:25]([CH3:28])([CH3:26])[CH3:27])=[CH:19][CH:18]=2)=[C:3]([O:2][CH3:1])[CH:12]=1, predict the reactants needed to synthesize it. (6) The reactants are: [NH2:1][C:2]1[C:3]([C:10]([OH:12])=O)=[N:4][C:5]([Cl:9])=[C:6]([NH2:8])[N:7]=1.C1N=CN(C(N2C=NC=C2)=O)C=1.[C:25]([O:29][C:30](=[O:36])[N:31]([CH2:33][CH2:34][NH2:35])[CH3:32])([CH3:28])([CH3:27])[CH3:26]. Given the product [C:25]([O:29][C:30](=[O:36])[N:31]([CH2:33][CH2:34][NH:35][C:10]([C:3]1[C:2]([NH2:1])=[N:7][C:6]([NH2:8])=[C:5]([Cl:9])[N:4]=1)=[O:12])[CH3:32])([CH3:28])([CH3:26])[CH3:27], predict the reactants needed to synthesize it. (7) Given the product [Cl:28][C:25]1[CH:26]=[CH:27][C:22]([CH:9]2[C:8]3[NH:4][C:5]([C:37]4[C:32]([O:31][CH3:30])=[N:33][CH:34]=[CH:35][CH:36]=4)=[N:6][C:7]=3[C:11](=[O:12])[N:10]2[C:13]2[CH:18]=[C:17]([CH3:19])[C:16](=[O:20])[N:15]([CH3:21])[CH:14]=2)=[CH:23][CH:24]=1, predict the reactants needed to synthesize it. The reactants are: C([N:4]1[C:8]2[CH:9]([C:22]3[CH:27]=[CH:26][C:25]([Cl:28])=[CH:24][CH:23]=3)[N:10]([C:13]3[CH:18]=[C:17]([CH3:19])[C:16](=[O:20])[N:15]([CH3:21])[CH:14]=3)[C:11](=[O:12])[C:7]=2[N:6]=[C:5]1Br)C=C.[CH3:30][O:31][C:32]1[C:37](B(O)O)=[CH:36][CH:35]=[CH:34][N:33]=1.